From a dataset of Full USPTO retrosynthesis dataset with 1.9M reactions from patents (1976-2016). Predict the reactants needed to synthesize the given product. (1) Given the product [CH2:24]([N:26]1[CH2:31][CH2:30][N:29]([C:6]([C:5]2[CH:9]=[CH:10][C:2]([CH3:1])=[C:3]([N+:11]([O-:13])=[O:12])[CH:4]=2)=[O:8])[CH2:28][CH2:27]1)[CH3:25], predict the reactants needed to synthesize it. The reactants are: [CH3:1][C:2]1[CH:10]=[CH:9][C:5]([C:6]([OH:8])=O)=[CH:4][C:3]=1[N+:11]([O-:13])=[O:12].C1C=CC2N(O)N=NC=2C=1.[CH2:24]([N:26]1[CH2:31][CH2:30][NH:29][CH2:28][CH2:27]1)[CH3:25]. (2) The reactants are: [N:1]1([S:7]([C:10]2[CH:15]=[CH:14][C:13]([NH2:16])=[CH:12][CH:11]=2)(=[O:9])=[O:8])[CH2:6][CH2:5][O:4][CH2:3][CH2:2]1.CCN(C(C)C)C(C)C.[Cl:26][C:27](Cl)([O:29]C(=O)OC(Cl)(Cl)Cl)Cl.C(=O)(OC)N.[N-]=C=O. Given the product [N:1]1([S:7]([C:10]2[CH:11]=[CH:12][C:13]([NH:16][C:27]([Cl:26])=[O:29])=[CH:14][CH:15]=2)(=[O:9])=[O:8])[CH2:2][CH2:3][O:4][CH2:5][CH2:6]1, predict the reactants needed to synthesize it.